Dataset: Reaction yield outcomes from USPTO patents with 853,638 reactions. Task: Predict the reaction yield, written as a fraction of the theoretical maximum amount of product (1.0 means a 100% yield; for example, 0.34 means a 34% yield). The reactants are [O:1]=[C:2]1[N:7]([CH2:8][C:9]([OH:11])=O)[N:6]=[N:5][C:4]2[CH:12]=[CH:13][CH:14]=[CH:15][C:3]1=2.[CH3:16][O:17][C:18]1[CH:23]=[CH:22][C:21]([CH2:24][C@@H:25]([NH2:27])[CH3:26])=[CH:20][CH:19]=1. No catalyst specified. The product is [CH3:16][O:17][C:18]1[CH:23]=[CH:22][C:21]([CH2:24][C@@H:25]([NH:27][C:9](=[O:11])[CH2:8][N:7]2[C:2](=[O:1])[C:3]3[CH:15]=[CH:14][CH:13]=[CH:12][C:4]=3[N:5]=[N:6]2)[CH3:26])=[CH:20][CH:19]=1. The yield is 0.550.